From a dataset of Full USPTO retrosynthesis dataset with 1.9M reactions from patents (1976-2016). Predict the reactants needed to synthesize the given product. Given the product [Br:15][CH2:16][CH2:17][CH2:18][CH2:19][CH2:20][C:21]([C:8]1[CH:9]=[C:10]2[C:5]3=[C:6]([CH2:11][CH2:12][C:13](=[O:14])[N:4]3[CH2:3][CH2:2][CH2:1]2)[CH:7]=1)=[O:22], predict the reactants needed to synthesize it. The reactants are: [CH2:1]1[C:10]2[C:5]3=[C:6]([CH2:11][CH2:12][C:13](=[O:14])[N:4]3[CH2:3][CH2:2]1)[CH:7]=[CH:8][CH:9]=2.[Br:15][CH2:16][CH2:17][CH2:18][CH2:19][CH2:20][C:21](Cl)=[O:22].